Dataset: Full USPTO retrosynthesis dataset with 1.9M reactions from patents (1976-2016). Task: Predict the reactants needed to synthesize the given product. (1) Given the product [C:19]1([CH3:22])[CH:20]=[CH:21][CH:16]=[CH:17][C:18]=1[NH:7][N:8]=[C:9]1[C:10]([NH2:11])=[N:30][N:29]=[C:12]1[NH2:13], predict the reactants needed to synthesize it. The reactants are: C1(C)C=CC=CC=1[NH:7][N:8]=[C:9]([C:12]#[N:13])[C:10]#[N:11].N[C:16]1[CH:21]=[CH:20][C:19]([CH3:22])=[CH:18][CH:17]=1.C(#N)CC#N.O.[NH2:29][NH2:30]. (2) Given the product [C:12]([O:11][C:9]([N:4]1[CH:3]([C:2]([OH:26])=[O:1])[CH2:8][CH:7]2[CH:5]1[CH2:6]2)=[O:10])([CH3:15])([CH3:14])[CH3:13], predict the reactants needed to synthesize it. The reactants are: [OH:1][CH2:2][C@H:3]1[CH2:8][CH:7]2[CH:5]([CH2:6]2)[N:4]1[C:9]([O:11][C:12]([CH3:15])([CH3:14])[CH3:13])=[O:10].CC#N.C(Cl)(Cl)(Cl)Cl.O.I([O-])(=O)(=O)=[O:26].[Na+]. (3) Given the product [CH2:18]([CH:6]1[C:7](=[O:8])[O:9][C:2]([CH3:10])([CH3:1])[O:3][C:4]1=[O:5])[CH2:19][CH2:20][CH3:21], predict the reactants needed to synthesize it. The reactants are: [CH3:1][C:2]1([CH3:10])[O:9][C:7](=[O:8])[CH2:6][C:4](=[O:5])[O:3]1.C(N(CC)CC)C.[C:18](Cl)(=O)[CH2:19][CH2:20][CH3:21]. (4) Given the product [Cl:13][C:14]1[CH:19]=[C:18]([Cl:20])[CH:17]=[CH:16][C:15]=1[C:2]1[C:3]([C:11]#[N:12])=[CH:4][C:5]2[N:6]([CH:8]=[CH:9][N:10]=2)[CH:7]=1, predict the reactants needed to synthesize it. The reactants are: Br[C:2]1[C:3]([C:11]#[N:12])=[CH:4][C:5]2[N:6]([CH:8]=[CH:9][N:10]=2)[CH:7]=1.[Cl:13][C:14]1[CH:19]=[C:18]([Cl:20])[CH:17]=[CH:16][C:15]=1B(O)O.C([O-])([O-])=O.[Na+].[Na+]. (5) Given the product [C:34](=[O:37])([O:35][CH3:22])[O:21][CH2:20][C:8]1([C:4]2[CH:5]=[CH:6][CH:7]=[C:2]([NH:1][C:30]([O:32][CH3:33])=[O:31])[CH:3]=2)[CH:13]2[CH:9]1[CH2:10][N:11]([CH2:14][CH2:15][CH2:16][CH2:17][CH2:18][CH3:19])[CH2:12]2, predict the reactants needed to synthesize it. The reactants are: [NH2:1][C:2]1[CH:3]=[C:4]([C:8]2([CH2:20][OH:21])[CH:13]3[CH:9]2[CH2:10][N:11]([CH2:14][CH2:15][CH2:16][CH2:17][CH2:18][CH3:19])[CH2:12]3)[CH:5]=[CH:6][CH:7]=1.[CH2:22](N(CC)CC)C.Cl[C:30]([O:32][CH3:33])=[O:31].[C:34](=[O:37])([O-])[OH:35].[Na+]. (6) Given the product [C:1]([O:5][C:6](=[O:22])[N:7]([C:8]1[CH:9]=[N:10][C:11]([Cl:21])=[CH:12][C:13]=1[C:14]1[C:15]([CH3:20])=[N:16][CH:17]=[CH:18][CH:19]=1)[CH3:25])([CH3:4])([CH3:2])[CH3:3], predict the reactants needed to synthesize it. The reactants are: [C:1]([O:5][C:6](=[O:22])[NH:7][C:8]1[CH:9]=[N:10][C:11]([Cl:21])=[CH:12][C:13]=1[C:14]1[C:15]([CH3:20])=[N:16][CH:17]=[CH:18][CH:19]=1)([CH3:4])([CH3:3])[CH3:2].[H-].[Na+].[CH3:25]I.